Dataset: Peptide-MHC class I binding affinity with 185,985 pairs from IEDB/IMGT. Task: Regression. Given a peptide amino acid sequence and an MHC pseudo amino acid sequence, predict their binding affinity value. This is MHC class I binding data. (1) The peptide sequence is QRHPNFPSK. The MHC is HLA-A11:01 with pseudo-sequence HLA-A11:01. The binding affinity (normalized) is 0.288. (2) The peptide sequence is IQAVFGFSL. The binding affinity (normalized) is 0.0847. The MHC is HLA-A69:01 with pseudo-sequence HLA-A69:01. (3) The peptide sequence is FLKEEGGL. The MHC is HLA-B07:02 with pseudo-sequence HLA-B07:02. The binding affinity (normalized) is 0.188.